This data is from Catalyst prediction with 721,799 reactions and 888 catalyst types from USPTO. The task is: Predict which catalyst facilitates the given reaction. (1) Reactant: [CH2:1]([OH:11])[CH2:2][CH2:3][CH2:4][CH2:5][CH2:6][CH2:7][CH2:8][CH2:9][OH:10].[CH2:12]([CH:22]([CH2:26][CH2:27][CH2:28][CH2:29][CH2:30][CH2:31][CH2:32][CH2:33][CH2:34][CH2:35][CH2:36][CH3:37])[C:23](O)=[O:24])[CH2:13][CH2:14][CH2:15][CH2:16][CH2:17][CH2:18][CH2:19][CH2:20][CH3:21].C1CCC(N=C=NC2CCCCC2)CC1. Product: [CH2:12]([CH:22]([CH2:26][CH2:27][CH2:28][CH2:29][CH2:30][CH2:31][CH2:32][CH2:33][CH2:34][CH2:35][CH2:36][CH3:37])[C:23]([O:11][CH2:1][CH2:2][CH2:3][CH2:4][CH2:5][CH2:6][CH2:7][CH2:8][CH2:9][OH:10])=[O:24])[CH2:13][CH2:14][CH2:15][CH2:16][CH2:17][CH2:18][CH2:19][CH2:20][CH3:21]. The catalyst class is: 64. (2) Reactant: [CH3:1][CH2:2][O:3][C:4]([CH:6]1[CH2:12][CH2:11][C:9](=[O:10])[CH2:8][CH2:7]1)=[O:5].[CH2:13](O)[CH2:14][OH:15]. Product: [CH2:2]([O:3][C:4]([CH:6]1[CH2:12][CH2:11][C:9]2([O:15][CH2:14][CH2:13][O:10]2)[CH2:8][CH2:7]1)=[O:5])[CH3:1]. The catalyst class is: 743. (3) Reactant: C[O:2][C:3]([C:5]1[S:13][C:12]2[C:11]([NH:14][CH2:15][CH2:16][C:17]3[CH:22]=[CH:21][C:20]([NH:23][C:24](=[O:35])[C:25]4[CH:30]=[CH:29][CH:28]=[C:27]([C:31]([F:34])([F:33])[F:32])[CH:26]=4)=[CH:19][CH:18]=3)=[N:10][CH:9]=[N:8][C:7]=2[CH:6]=1)=[O:4].[Li+].[OH-]. Product: [F:33][C:31]([F:32])([F:34])[C:27]1[CH:26]=[C:25]([CH:30]=[CH:29][CH:28]=1)[C:24]([NH:23][C:20]1[CH:19]=[CH:18][C:17]([CH2:16][CH2:15][NH:14][C:11]2[C:12]3[S:13][C:5]([C:3]([OH:4])=[O:2])=[CH:6][C:7]=3[N:8]=[CH:9][N:10]=2)=[CH:22][CH:21]=1)=[O:35]. The catalyst class is: 1. (4) Reactant: [NH2:1][CH:2]1[CH2:7][CH2:6][N:5]([C:8]([O:10][C:11]([CH3:14])([CH3:13])[CH3:12])=[O:9])[CH2:4][CH:3]1[OH:15].[O:16]1[C:20]2[CH:21]=[CH:22][CH:23]=[CH:24][C:19]=2[CH:18]=[C:17]1[C:25]([NH:27][C:28]1([C:34](O)=[O:35])[CH2:33][CH2:32][CH2:31][CH2:30][CH2:29]1)=[O:26].OC1C2N=NNC=2C=CC=1.C(N(C(C)C)CC)(C)C.Cl.CN(C)CCCN=C=NCC. Product: [O:16]1[C:20]2[CH:21]=[CH:22][CH:23]=[CH:24][C:19]=2[CH:18]=[C:17]1[C:25]([NH:27][C:28]1([C:34]([NH:1][CH:2]2[CH2:7][CH2:6][N:5]([C:8]([O:10][C:11]([CH3:12])([CH3:14])[CH3:13])=[O:9])[CH2:4][CH:3]2[OH:15])=[O:35])[CH2:33][CH2:32][CH2:31][CH2:30][CH2:29]1)=[O:26]. The catalyst class is: 42. (5) Reactant: [CH:1]([N:4]1[C:8]([C:9]2[N:18]=[C:17]3[N:11]([CH2:12][CH2:13][O:14][C:15]4[CH:22]=[C:21]([CH:23]5[CH2:26][N:25]([C:27]([CH3:31])([CH3:30])[C:28]#[N:29])[CH2:24]5)[CH:20]=[CH:19][C:16]=43)[CH:10]=2)=[N:7][CH:6]=[N:5]1)([CH3:3])[CH3:2].C([O-])([O-])=[O:33].[Na+].[Na+].O. Product: [CH:1]([N:4]1[C:8]([C:9]2[N:18]=[C:17]3[C:16]4[CH:19]=[CH:20][C:21]([CH:23]5[CH2:24][N:25]([C:27]([CH3:31])([CH3:30])[C:28]([NH2:29])=[O:33])[CH2:26]5)=[CH:22][C:15]=4[O:14][CH2:13][CH2:12][N:11]3[CH:10]=2)=[N:7][CH:6]=[N:5]1)([CH3:3])[CH3:2]. The catalyst class is: 82. (6) Reactant: [CH3:1][C:2]1[C:6]([CH2:7][OH:8])=[CH:5][N:4]([C:9]2[CH:14]=[CH:13][CH:12]=[CH:11][N:10]=2)[N:3]=1.O[C:16]1[CH:21]=[CH:20][C:19]([CH2:22][C:23]([O:25]C)=[O:24])=[CH:18][CH:17]=1.C(P(CCCC)CCCC)CCC.N(C(N1CCCCC1)=O)=NC(N1CCCCC1)=O. Product: [CH3:1][C:2]1[C:6]([CH2:7][O:8][C:16]2[CH:21]=[CH:20][C:19]([CH2:22][C:23]([OH:25])=[O:24])=[CH:18][CH:17]=2)=[CH:5][N:4]([C:9]2[CH:14]=[CH:13][CH:12]=[CH:11][N:10]=2)[N:3]=1. The catalyst class is: 7.